Dataset: Catalyst prediction with 721,799 reactions and 888 catalyst types from USPTO. Task: Predict which catalyst facilitates the given reaction. (1) Reactant: [CH:1](O)=[O:2].C(OC(=O)C)(=O)C.[F:11][C:12]1[CH:17]=[C:16]([NH:18][CH:19]([CH3:21])[CH3:20])[CH:15]=[CH:14][C:13]=1[N:22]1[CH2:26][CH2:25][C@H:24]([NH:27][C:28](=[O:34])[O:29][C:30]([CH3:33])([CH3:32])[CH3:31])[C:23]1=[O:35]. Product: [F:11][C:12]1[CH:17]=[C:16]([N:18]([CH:1]=[O:2])[CH:19]([CH3:20])[CH3:21])[CH:15]=[CH:14][C:13]=1[N:22]1[CH2:26][CH2:25][C@H:24]([NH:27][C:28](=[O:34])[O:29][C:30]([CH3:33])([CH3:32])[CH3:31])[C:23]1=[O:35]. The catalyst class is: 7. (2) Reactant: [CH2:1]([O:3][C:4](=[O:24])[CH2:5][C:6]([N:8]1[CH2:13][CH2:12][CH:11]([C:14]([O:16]CC2C=CC=CC=2)=[O:15])[CH2:10][CH2:9]1)=[O:7])[CH3:2]. Product: [CH2:1]([O:3][C:4](=[O:24])[CH2:5][C:6]([N:8]1[CH2:13][CH2:12][CH:11]([C:14]([OH:16])=[O:15])[CH2:10][CH2:9]1)=[O:7])[CH3:2]. The catalyst class is: 320. (3) Reactant: [CH2:1]([O:5][CH2:6][CH2:7][O:8][C:9]1[CH:14]=[CH:13][C:12]([C:15]2[CH:16]=[CH:17][C:18]3[NH:24][CH2:23][CH2:22][C:21]([C:25]([NH:27][C:28]4[CH:33]=[CH:32][C:31]([C@H:34]([OH:42])[C:35]5[CH:40]=[CH:39][CH:38]=[CH:37][N+:36]=5[O-:41])=[CH:30][CH:29]=4)=[O:26])=[CH:20][C:19]=3[CH:43]=2)=[CH:11][CH:10]=1)[CH2:2][CH2:3][CH3:4].[O:44]1[CH:48]=[CH:47][CH:46]=[C:45]1C=O.C(O[BH-](OC(=O)C)OC(=O)C)(=O)C.[Na+].C(O)(=O)C. Product: [CH2:1]([O:5][CH2:6][CH2:7][O:8][C:9]1[CH:10]=[CH:11][C:12]([C:15]2[CH:16]=[CH:17][C:18]3[N:24]([C:45]4[O:44][CH:48]=[CH:47][CH:46]=4)[CH2:23][CH2:22][C:21]([C:25]([NH:27][C:28]4[CH:29]=[CH:30][C:31]([C@H:34]([OH:42])[C:35]5[CH:40]=[CH:39][CH:38]=[CH:37][N+:36]=5[O-:41])=[CH:32][CH:33]=4)=[O:26])=[CH:20][C:19]=3[CH:43]=2)=[CH:13][CH:14]=1)[CH2:2][CH2:3][CH3:4]. The catalyst class is: 325. (4) Reactant: [Br-].[Br:2][CH2:3][CH2:4][CH2:5][P+:6]([C:19]1[CH:24]=[CH:23][CH:22]=[CH:21][CH:20]=1)([C:13]1[CH:18]=[CH:17][CH:16]=[CH:15][CH:14]=1)[C:7]1[CH:12]=[CH:11][CH:10]=[CH:9][CH:8]=1.[N-:25]=[N+:26]=[N-:27].[Na+]. Product: [Br-:2].[N:25]([CH2:3][CH2:4][CH2:5][P+:6]([C:19]1[CH:24]=[CH:23][CH:22]=[CH:21][CH:20]=1)([C:13]1[CH:18]=[CH:17][CH:16]=[CH:15][CH:14]=1)[C:7]1[CH:12]=[CH:11][CH:10]=[CH:9][CH:8]=1)=[N+:26]=[N-:27]. The catalyst class is: 40. (5) Reactant: [O:1]1[CH2:6][CH2:5][N:4]([C:7]2[CH:8]=[N:9][CH:10]=[CH:11][N:12]=2)[CH2:3][CH2:2]1.[H-].[Na+].Cl[CH2:16][C:17]1[CH:27]=[CH:26][C:20]2[N:21]=[C:22]([S:24][CH3:25])[S:23][C:19]=2[CH:18]=1.O. Product: [CH3:25][S:24][C:22]1[S:23][C:19]2[CH:18]=[C:17]([CH2:16][N:9]3[CH:10]=[CH:11][N:12]=[C:7]([N:4]4[CH2:5][CH2:6][O:1][CH2:2][CH2:3]4)[CH2:8]3)[CH:27]=[CH:26][C:20]=2[N:21]=1. The catalyst class is: 3. (6) Reactant: [Cl:1][C:2]1[N:7]=[C:6](Cl)[CH:5]=[C:4]([C:9]2[CH:14]=[CH:13][C:12]([F:15])=[CH:11][CH:10]=2)[N:3]=1.[NH:16]1[CH:20]=[CH:19][N:18]=[C:17]1[N:21]1[CH2:26][CH2:25][NH:24][CH2:23][CH2:22]1.[C:27]([O-])([O-])=O.[K+].[K+]. Product: [Cl:1][C:2]1[N:3]=[C:4]([C:9]2[CH:14]=[CH:13][C:12]([F:15])=[CH:11][CH:10]=2)[CH:5]=[C:6]([N:24]2[CH2:23][CH2:22][N:21]([C:17]3[N:16]([CH3:27])[CH:20]=[CH:19][N:18]=3)[CH2:26][CH2:25]2)[N:7]=1. The catalyst class is: 44. (7) Product: [NH2:34][C:22]1([C:7]2[CH:12]=[CH:11][CH:10]=[CH:9][C:8]=2[OH:13])[C:23]2[CH:28]=[C:27]([Cl:29])[N:26]=[CH:25][C:24]=2[O:30][C:31]2[C:21]1=[CH:20][C:19]([Br:18])=[CH:33][CH:32]=2. The catalyst class is: 1. Reactant: C([Li])CCC.Br[C:7]1[CH:12]=[CH:11][CH:10]=[CH:9][C:8]=1[O:13]COCC.[Br:18][C:19]1[CH:20]=[C:21]2[C:31](=[CH:32][CH:33]=1)[O:30][C:24]1[CH:25]=[N:26][C:27]([Cl:29])=[CH:28][C:23]=1[C:22]2=[N:34]S(C(C)(C)C)=O.Cl.O1CCOCC1.